Task: Predict the reaction yield, written as a fraction of the theoretical maximum amount of product (1.0 means a 100% yield; for example, 0.34 means a 34% yield).. Dataset: Reaction yield outcomes from USPTO patents with 853,638 reactions (1) The reactants are [Br:1][C:2]1[CH:3]=[C:4]2[C:9](=[CH:10][CH:11]=1)[CH:8]=[C:7]([OH:12])[CH:6]=[CH:5]2.N1C=CN=C1.[Si:18](Cl)([C:21]([CH3:24])([CH3:23])[CH3:22])([CH3:20])[CH3:19]. The catalyst is CN(C=O)C. The product is [Br:1][C:2]1[CH:3]=[C:4]2[C:9](=[CH:10][CH:11]=1)[CH:8]=[C:7]([O:12][Si:18]([C:21]([CH3:24])([CH3:23])[CH3:22])([CH3:20])[CH3:19])[CH:6]=[CH:5]2. The yield is 0.980. (2) The reactants are Cl[C:2]1[CH:7]=[CH:6][C:5]([NH:8][C:9]([NH:11][C:12]2[CH:17]=[CH:16][CH:15]=[C:14]([C:18]3[CH:23]=[CH:22][CH:21]=[C:20]([N:24]4[CH2:28][CH2:27][CH2:26][CH2:25]4)[N:19]=3)[CH:13]=2)=[O:10])=[CH:4][CH:3]=1.[F:29][C:30]([F:39])([F:38])C1C=C(C=CC=1)N.CCN(C(C)C)C(C)C. The catalyst is CN(C=O)C. The product is [N:24]1([C:20]2[N:19]=[C:18]([C:14]3[CH:13]=[C:12]([NH:11][C:9]([NH:8][C:5]4[CH:6]=[CH:7][CH:2]=[CH:3][C:4]=4[C:30]([F:39])([F:38])[F:29])=[O:10])[CH:17]=[CH:16][CH:15]=3)[CH:23]=[CH:22][CH:21]=2)[CH2:28][CH2:27][CH2:26][CH2:25]1. The yield is 0.500.